This data is from NCI-60 drug combinations with 297,098 pairs across 59 cell lines. The task is: Regression. Given two drug SMILES strings and cell line genomic features, predict the synergy score measuring deviation from expected non-interaction effect. (1) Drug 1: CC1=CC=C(C=C1)C2=CC(=NN2C3=CC=C(C=C3)S(=O)(=O)N)C(F)(F)F. Drug 2: CCC1(CC2CC(C3=C(CCN(C2)C1)C4=CC=CC=C4N3)(C5=C(C=C6C(=C5)C78CCN9C7C(C=CC9)(C(C(C8N6C=O)(C(=O)OC)O)OC(=O)C)CC)OC)C(=O)OC)O.OS(=O)(=O)O. Cell line: LOX IMVI. Synergy scores: CSS=12.8, Synergy_ZIP=-8.30, Synergy_Bliss=-5.44, Synergy_Loewe=-21.3, Synergy_HSA=-6.57. (2) Drug 1: C1CNP(=O)(OC1)N(CCCl)CCCl. Drug 2: C1CN(P(=O)(OC1)NCCCl)CCCl. Cell line: PC-3. Synergy scores: CSS=4.49, Synergy_ZIP=0.0996, Synergy_Bliss=2.55, Synergy_Loewe=4.00, Synergy_HSA=2.14. (3) Drug 2: C1CN(P(=O)(OC1)NCCCl)CCCl. Cell line: MDA-MB-231. Synergy scores: CSS=-1.21, Synergy_ZIP=-0.800, Synergy_Bliss=-1.84, Synergy_Loewe=-2.92, Synergy_HSA=-3.24. Drug 1: CCC1(CC2CC(C3=C(CCN(C2)C1)C4=CC=CC=C4N3)(C5=C(C=C6C(=C5)C78CCN9C7C(C=CC9)(C(C(C8N6C=O)(C(=O)OC)O)OC(=O)C)CC)OC)C(=O)OC)O.OS(=O)(=O)O. (4) Drug 1: C1=C(C(=O)NC(=O)N1)N(CCCl)CCCl. Drug 2: C(CN)CNCCSP(=O)(O)O. Cell line: UACC62. Synergy scores: CSS=8.85, Synergy_ZIP=-3.69, Synergy_Bliss=1.84, Synergy_Loewe=-8.02, Synergy_HSA=0.775. (5) Drug 1: CC(C1=C(C=CC(=C1Cl)F)Cl)OC2=C(N=CC(=C2)C3=CN(N=C3)C4CCNCC4)N. Cell line: SF-295. Synergy scores: CSS=13.0, Synergy_ZIP=-1.45, Synergy_Bliss=-1.92, Synergy_Loewe=-9.03, Synergy_HSA=-1.83. Drug 2: CCN(CC)CCNC(=O)C1=C(NC(=C1C)C=C2C3=C(C=CC(=C3)F)NC2=O)C. (6) Synergy scores: CSS=57.4, Synergy_ZIP=-0.839, Synergy_Bliss=-1.32, Synergy_Loewe=-31.3, Synergy_HSA=-0.0813. Drug 1: CCCCC(=O)OCC(=O)C1(CC(C2=C(C1)C(=C3C(=C2O)C(=O)C4=C(C3=O)C=CC=C4OC)O)OC5CC(C(C(O5)C)O)NC(=O)C(F)(F)F)O. Cell line: NCIH23. Drug 2: CC12CCC3C(C1CCC2OP(=O)(O)O)CCC4=C3C=CC(=C4)OC(=O)N(CCCl)CCCl.[Na+].